This data is from Forward reaction prediction with 1.9M reactions from USPTO patents (1976-2016). The task is: Predict the product of the given reaction. (1) Given the reactants C(O[K])(C)(C)C.[CH2:7]([C:9]1[O:13][C:12]([CH:14]=O)=[CH:11][CH:10]=1)[CH3:8].[CH2:16]([O:18][C:19](=[O:27])[CH2:20][CH2:21][C:22]([O:24]CC)=[O:23])[CH3:17], predict the reaction product. The product is: [CH2:16]([O:18][C:19](/[C:20](=[CH:14]/[C:12]1[O:13][C:9]([CH2:7][CH3:8])=[CH:10][CH:11]=1)/[CH2:21][C:22]([OH:24])=[O:23])=[O:27])[CH3:17]. (2) Given the reactants [C:1]([C:5]1[CH:6]=[C:7]([NH:16][C:17]([NH:19][C:20]2[C:29]3[C:24](=[CH:25][CH:26]=[CH:27][CH:28]=3)[C:23]([O:30][C:31]3[CH:36]=[CH:35][N:34]=[C:33]([NH:37][C:38]4[CH:43]=[C:42]([O:44][CH2:45][CH2:46][O:47][CH2:48][CH2:49][O:50][CH2:51][CH2:52][O:53][CH3:54])[CH:41]=[C:40]([O:55][CH3:56])[CH:39]=4)[N:32]=3)=[CH:22][CH:21]=2)=[O:18])[C:8]([O:14][CH3:15])=[C:9]([CH:13]=1)[C:10](O)=[O:11])([CH3:4])([CH3:3])[CH3:2].[CH3:57][CH:58]([NH2:60])[CH3:59].C(N(CC)CC)C.C(P1(=O)OP(CCC)(=O)OP(CCC)(=O)O1)CC.CCOC(C)=O, predict the reaction product. The product is: [C:1]([C:5]1[CH:6]=[C:7]([NH:16][C:17]([NH:19][C:20]2[C:29]3[C:24](=[CH:25][CH:26]=[CH:27][CH:28]=3)[C:23]([O:30][C:31]3[CH:36]=[CH:35][N:34]=[C:33]([NH:37][C:38]4[CH:43]=[C:42]([O:44][CH2:45][CH2:46][O:47][CH2:48][CH2:49][O:50][CH2:51][CH2:52][O:53][CH3:54])[CH:41]=[C:40]([O:55][CH3:56])[CH:39]=4)[N:32]=3)=[CH:22][CH:21]=2)=[O:18])[C:8]([O:14][CH3:15])=[C:9]([CH:13]=1)[C:10]([NH:60][CH:58]([CH3:59])[CH3:57])=[O:11])([CH3:4])([CH3:2])[CH3:3]. (3) Given the reactants [CH3:1][N:2]([CH2:4][CH:5]1[CH2:10][CH2:9][CH2:8][CH2:7][C:6]1([C:13]1[CH:14]=[C:15]([CH:18]=[CH:19][CH:20]=1)[C:16]#[N:17])[O:11][CH3:12])C.[Cl:21]C(OC(Cl)C)=O, predict the reaction product. The product is: [ClH:21].[CH3:12][O:11][C:6]1([C:13]2[CH:14]=[C:15]([CH:18]=[CH:19][CH:20]=2)[C:16]#[N:17])[CH2:7][CH2:8][CH2:9][CH2:10][CH:5]1[CH2:4][NH:2][CH3:1].